From a dataset of Catalyst prediction with 721,799 reactions and 888 catalyst types from USPTO. Predict which catalyst facilitates the given reaction. (1) Reactant: C([O:8][C:9]1[C:10](=[O:29])[C:11](I)=[CH:12][N:13]2[CH2:18][CH2:17][N:16]([CH2:19][C:20]3[CH:25]=[CH:24][C:23]([F:26])=[CH:22][CH:21]=3)[C:15](=[O:27])[C:14]=12)C1C=CC=CC=1.[N:30]1[CH:35]=[CH:34][CH:33]=[C:32]([Sn](CCCC)(CCCC)CCCC)[CH:31]=1. Product: [F:26][C:23]1[CH:22]=[CH:21][C:20]([CH2:19][N:16]2[CH2:17][CH2:18][N:13]3[CH:12]=[C:11]([C:32]4[CH:31]=[N:30][CH:35]=[CH:34][CH:33]=4)[C:10](=[O:29])[C:9]([OH:8])=[C:14]3[C:15]2=[O:27])=[CH:25][CH:24]=1. The catalyst class is: 128. (2) Reactant: C([O:3][C:4]([C:6]1([S:16]([C:19]2[CH:24]=[CH:23][C:22]([O:25][CH2:26][CH2:27][CH:28]([CH3:30])[CH3:29])=[CH:21][CH:20]=2)(=[O:18])=[O:17])[CH2:11][CH2:10][N:9]([CH2:12][CH2:13][CH2:14][CH3:15])[CH2:8][CH2:7]1)=[O:5])C. Product: [CH2:12]([N:9]1[CH2:8][CH2:7][C:6]([S:16]([C:19]2[CH:24]=[CH:23][C:22]([O:25][CH2:26][CH2:27][CH:28]([CH3:29])[CH3:30])=[CH:21][CH:20]=2)(=[O:18])=[O:17])([C:4]([OH:5])=[O:3])[CH2:11][CH2:10]1)[CH2:13][CH2:14][CH3:15]. The catalyst class is: 74. (3) Reactant: Cl[C:2]1[C:7]([N+:8]([O-:10])=[O:9])=[CH:6][CH:5]=[CH:4][N:3]=1.[NH2:11][C:12]1[CH:17]=[CH:16][CH:15]=[CH:14][CH:13]=1.C([O-])([O-])=O.[K+].[K+]. Product: [N+:8]([C:7]1[CH:2]=[N:3][CH:4]=[CH:5][C:6]=1[NH:11][C:12]1[CH:17]=[CH:16][CH:15]=[CH:14][CH:13]=1)([O-:10])=[O:9]. The catalyst class is: 12.